From a dataset of NCI-60 drug combinations with 297,098 pairs across 59 cell lines. Regression. Given two drug SMILES strings and cell line genomic features, predict the synergy score measuring deviation from expected non-interaction effect. Drug 1: CCCCC(=O)OCC(=O)C1(CC(C2=C(C1)C(=C3C(=C2O)C(=O)C4=C(C3=O)C=CC=C4OC)O)OC5CC(C(C(O5)C)O)NC(=O)C(F)(F)F)O. Drug 2: C1CC(=O)NC(=O)C1N2C(=O)C3=CC=CC=C3C2=O. Cell line: TK-10. Synergy scores: CSS=45.0, Synergy_ZIP=6.53, Synergy_Bliss=1.72, Synergy_Loewe=0.635, Synergy_HSA=3.15.